From a dataset of Forward reaction prediction with 1.9M reactions from USPTO patents (1976-2016). Predict the product of the given reaction. (1) Given the reactants [F:1][C:2]([F:16])([F:15])[C:3](=[N:5][NH:6][C:7]1[CH:8]=[N:9][C:10]([O:13][CH3:14])=[CH:11][CH:12]=1)[NH2:4].[CH3:17][O:18][C:19]1[CH:27]=[CH:26][C:22]([C:23](Cl)=O)=[CH:21][CH:20]=1.N1C=CC=CC=1, predict the reaction product. The product is: [CH3:14][O:13][C:10]1[CH:11]=[CH:12][C:7]([N:6]2[C:23]([C:22]3[CH:26]=[CH:27][C:19]([O:18][CH3:17])=[CH:20][CH:21]=3)=[N:4][C:3]([C:2]([F:1])([F:15])[F:16])=[N:5]2)=[CH:8][N:9]=1. (2) Given the reactants Br[C:2]1[CH:3]=[C:4]([CH:7]=[O:8])[S:5][CH:6]=1.[C:9]([C:12]1[CH:13]=[C:14](B(O)O)[CH:15]=[N:16][CH:17]=1)#[C:10][CH3:11], predict the reaction product. The product is: [C:9]([C:12]1[CH:13]=[C:14]([C:2]2[CH:3]=[C:4]([CH:7]=[O:8])[S:5][CH:6]=2)[CH:15]=[N:16][CH:17]=1)#[C:10][CH3:11].